From a dataset of Catalyst prediction with 721,799 reactions and 888 catalyst types from USPTO. Predict which catalyst facilitates the given reaction. Reactant: C(OC([N:8]1[C@@H:13]([CH3:14])[CH2:12][O:11][CH2:10][C@@H:9]1[CH3:15])=O)(C)(C)C.[Cl:16]CCl. Product: [ClH:16].[CH3:15][C@H:9]1[CH2:10][O:11][CH2:12][C@H:13]([CH3:14])[NH:8]1. The catalyst class is: 55.